From a dataset of NCI-60 drug combinations with 297,098 pairs across 59 cell lines. Regression. Given two drug SMILES strings and cell line genomic features, predict the synergy score measuring deviation from expected non-interaction effect. (1) Drug 1: CC1CCC2CC(C(=CC=CC=CC(CC(C(=O)C(C(C(=CC(C(=O)CC(OC(=O)C3CCCCN3C(=O)C(=O)C1(O2)O)C(C)CC4CCC(C(C4)OC)OCCO)C)C)O)OC)C)C)C)OC. Drug 2: C1CNP(=O)(OC1)N(CCCl)CCCl. Cell line: MCF7. Synergy scores: CSS=2.74, Synergy_ZIP=-1.25, Synergy_Bliss=-2.79, Synergy_Loewe=1.99, Synergy_HSA=-2.03. (2) Drug 1: COC1=NC(=NC2=C1N=CN2C3C(C(C(O3)CO)O)O)N. Cell line: NCI-H226. Drug 2: C1C(C(OC1N2C=NC(=NC2=O)N)CO)O. Synergy scores: CSS=-2.22, Synergy_ZIP=2.20, Synergy_Bliss=-0.0982, Synergy_Loewe=-6.30, Synergy_HSA=-5.06. (3) Drug 1: CC12CCC(CC1=CCC3C2CCC4(C3CC=C4C5=CN=CC=C5)C)O. Drug 2: CS(=O)(=O)C1=CC(=C(C=C1)C(=O)NC2=CC(=C(C=C2)Cl)C3=CC=CC=N3)Cl. Cell line: MDA-MB-435. Synergy scores: CSS=2.02, Synergy_ZIP=2.22, Synergy_Bliss=3.29, Synergy_Loewe=-9.20, Synergy_HSA=-4.29. (4) Drug 1: CN1C(=O)N2C=NC(=C2N=N1)C(=O)N. Cell line: RPMI-8226. Synergy scores: CSS=16.0, Synergy_ZIP=-0.476, Synergy_Bliss=0.0142, Synergy_Loewe=-45.7, Synergy_HSA=-0.580. Drug 2: CC1C(C(CC(O1)OC2CC(OC(C2O)C)OC3=CC4=CC5=C(C(=O)C(C(C5)C(C(=O)C(C(C)O)O)OC)OC6CC(C(C(O6)C)O)OC7CC(C(C(O7)C)O)OC8CC(C(C(O8)C)O)(C)O)C(=C4C(=C3C)O)O)O)O. (5) Drug 1: C1=CC=C(C=C1)NC(=O)CCCCCCC(=O)NO. Drug 2: CC1=C(N=C(N=C1N)C(CC(=O)N)NCC(C(=O)N)N)C(=O)NC(C(C2=CN=CN2)OC3C(C(C(C(O3)CO)O)O)OC4C(C(C(C(O4)CO)O)OC(=O)N)O)C(=O)NC(C)C(C(C)C(=O)NC(C(C)O)C(=O)NCCC5=NC(=CS5)C6=NC(=CS6)C(=O)NCCC[S+](C)C)O. Cell line: NCI/ADR-RES. Synergy scores: CSS=43.9, Synergy_ZIP=-1.18, Synergy_Bliss=-0.192, Synergy_Loewe=0.278, Synergy_HSA=1.64. (6) Drug 1: CN(C)N=NC1=C(NC=N1)C(=O)N. Drug 2: CC(C1=C(C=CC(=C1Cl)F)Cl)OC2=C(N=CC(=C2)C3=CN(N=C3)C4CCNCC4)N. Cell line: A549. Synergy scores: CSS=8.78, Synergy_ZIP=-4.24, Synergy_Bliss=-5.19, Synergy_Loewe=-15.8, Synergy_HSA=-6.92. (7) Drug 1: CN(C)C1=NC(=NC(=N1)N(C)C)N(C)C. Drug 2: CCCCCOC(=O)NC1=NC(=O)N(C=C1F)C2C(C(C(O2)C)O)O. Cell line: SR. Synergy scores: CSS=14.4, Synergy_ZIP=3.05, Synergy_Bliss=6.60, Synergy_Loewe=6.26, Synergy_HSA=6.37. (8) Drug 1: CC12CCC(CC1=CCC3C2CCC4(C3CC=C4C5=CN=CC=C5)C)O. Drug 2: CC1CCC2CC(C(=CC=CC=CC(CC(C(=O)C(C(C(=CC(C(=O)CC(OC(=O)C3CCCCN3C(=O)C(=O)C1(O2)O)C(C)CC4CCC(C(C4)OC)OCCO)C)C)O)OC)C)C)C)OC. Cell line: UACC-257. Synergy scores: CSS=3.51, Synergy_ZIP=1.00, Synergy_Bliss=0.427, Synergy_Loewe=-4.37, Synergy_HSA=-4.18. (9) Cell line: SK-MEL-5. Drug 1: C1CN(CCN1C(=O)CCBr)C(=O)CCBr. Synergy scores: CSS=26.2, Synergy_ZIP=-8.01, Synergy_Bliss=-2.73, Synergy_Loewe=-13.0, Synergy_HSA=-4.11. Drug 2: C1CNP(=O)(OC1)N(CCCl)CCCl. (10) Drug 1: CCCCCOC(=O)NC1=NC(=O)N(C=C1F)C2C(C(C(O2)C)O)O. Drug 2: COCCOC1=C(C=C2C(=C1)C(=NC=N2)NC3=CC=CC(=C3)C#C)OCCOC.Cl. Cell line: HOP-62. Synergy scores: CSS=0.618, Synergy_ZIP=7.87, Synergy_Bliss=3.22, Synergy_Loewe=-0.989, Synergy_HSA=-2.76.